The task is: Predict the product of the given reaction.. This data is from Forward reaction prediction with 1.9M reactions from USPTO patents (1976-2016). (1) Given the reactants Cl[C:2]1[CH:3]=[C:4]([C:12]([O:14][CH3:15])=[O:13])[C:5]2[N:6]([C:8]([CH3:11])=[N:9][N:10]=2)[N:7]=1.[CH3:16][NH:17][C@H:18]([C:20]1[CH:25]=[CH:24][CH:23]=[CH:22][CH:21]=1)[CH3:19], predict the reaction product. The product is: [CH3:11][C:8]1[N:6]2[N:7]=[C:2]([N:17]([CH3:16])[C@H:18]([C:20]3[CH:25]=[CH:24][CH:23]=[CH:22][CH:21]=3)[CH3:19])[CH:3]=[C:4]([C:12]([O:14][CH3:15])=[O:13])[C:5]2=[N:10][N:9]=1. (2) Given the reactants [Cl-].O[NH3+:3].[C:4](=[O:7])([O-])[OH:5].[Na+].CS(C)=O.[C:13]([O:17][C:18]1[CH:23]=[CH:22][C:21]([N:24]2[C:29](=[O:30])[C:28]([CH2:31][C:32]3[CH:37]=[CH:36][C:35]([C:38]4[C:39]([C:44]#[N:45])=[CH:40][CH:41]=[CH:42][CH:43]=4)=[CH:34][CH:33]=3)=[C:27]([CH2:46][CH2:47][CH3:48])[N:26]=[C:25]2[CH3:49])=[CH:20][CH:19]=1)([CH3:16])([CH3:15])[CH3:14], predict the reaction product. The product is: [C:13]([O:17][C:18]1[CH:19]=[CH:20][C:21]([N:24]2[C:29](=[O:30])[C:28]([CH2:31][C:32]3[CH:33]=[CH:34][C:35]([C:38]4[CH:43]=[CH:42][CH:41]=[CH:40][C:39]=4[C:44]4[NH:3][C:4](=[O:7])[O:5][N:45]=4)=[CH:36][CH:37]=3)=[C:27]([CH2:46][CH2:47][CH3:48])[N:26]=[C:25]2[CH3:49])=[CH:22][CH:23]=1)([CH3:16])([CH3:15])[CH3:14]. (3) The product is: [NH2:5][CH:9]1[CH2:15][CH2:14][C:13]2[CH:16]=[C:17]([C:20]([OH:25])([OH:26])[C:21]([F:23])([F:22])[F:24])[CH:18]=[CH:19][C:12]=2[N:11]([CH3:27])[C:10]1=[O:28]. Given the reactants CC([N:5]([CH:9]1[CH2:15][CH2:14][C:13]2[CH:16]=[C:17]([C:20]([OH:26])([OH:25])[C:21]([F:24])([F:23])[F:22])[CH:18]=[CH:19][C:12]=2[N:11]([CH3:27])[C:10]1=[O:28])C(=O)[O-])(C)C.Cl, predict the reaction product. (4) Given the reactants [OH:1][C:2]1[C:3](=[O:18])[N:4](C)[C:5]2[C:10]([C:11]=1[C:12]([O:14][CH2:15][CH3:16])=[O:13])=[CH:9][CH:8]=[CH:7][CH:6]=2.[F:19]C1C=C2C(=CC=1)NC(=O)C2=O, predict the reaction product. The product is: [F:19][C:8]1[CH:9]=[C:10]2[C:5](=[CH:6][CH:7]=1)[NH:4][C:3](=[O:18])[C:2]([OH:1])=[C:11]2[C:12]([O:14][CH2:15][CH3:16])=[O:13]. (5) The product is: [F:3][C:4]1[CH:13]=[C:12]([F:14])[CH:11]=[C:10]([O:15][CH3:16])[C:5]=1[CH2:6][OH:7]. Given the reactants [Li+].[BH4-].[F:3][C:4]1[CH:13]=[C:12]([F:14])[CH:11]=[C:10]([O:15][CH3:16])[C:5]=1[C:6](OC)=[O:7].O, predict the reaction product.